From a dataset of Catalyst prediction with 721,799 reactions and 888 catalyst types from USPTO. Predict which catalyst facilitates the given reaction. Reactant: C(O)(=O)C.[Cl:5][C:6]1[CH:11]=[C:10]([N+:12]([O-])=O)[CH:9]=[C:8]([C:15]([F:18])([F:17])[F:16])[C:7]=1[NH2:19]. Product: [Cl:5][C:6]1[CH:11]=[C:10]([NH2:12])[CH:9]=[C:8]([C:15]([F:18])([F:17])[F:16])[C:7]=1[NH2:19]. The catalyst class is: 772.